From a dataset of Reaction yield outcomes from USPTO patents with 853,638 reactions. Predict the reaction yield, written as a fraction of the theoretical maximum amount of product (1.0 means a 100% yield; for example, 0.34 means a 34% yield). (1) The reactants are [N+:1]([C:4]1[CH:5]=[C:6]2[C:10](=[CH:11][CH:12]=1)[NH:9][CH:8]=[CH:7]2)([O-:3])=[O:2].O=[C:14]1[CH2:19][CH2:18][N:17]([C:20]([O:22][C:23]([CH3:26])([CH3:25])[CH3:24])=[O:21])[CH2:16][CH2:15]1.N1CCCC1. The catalyst is O. The product is [N+:1]([C:4]1[CH:5]=[C:6]2[C:10](=[CH:11][CH:12]=1)[NH:9][CH:8]=[C:7]2[C:14]1[CH2:19][CH2:18][N:17]([C:20]([O:22][C:23]([CH3:26])([CH3:25])[CH3:24])=[O:21])[CH2:16][CH:15]=1)([O-:3])=[O:2]. The yield is 0.715. (2) The reactants are [C:1]1([CH2:11][C:12](O)=[O:13])[CH:6]=[CH:5][CH:4]=[C:3]([CH2:7][C:8](O)=[O:9])[CH:2]=1.[H-].[Al+3].[Li+].[H-].[H-].[H-]. The catalyst is O1CCCC1. The product is [C:3]1([CH2:7][CH2:8][OH:9])[CH:4]=[CH:5][CH:6]=[C:1]([CH2:11][CH2:12][OH:13])[CH:2]=1. The yield is 0.610. (3) The reactants are [CH:1]1[CH:2]=[CH:3][C:4]([C@@H:7]2[N:16]([C:17]([O:19][C@@H:20]3[CH:25]4[CH2:26][CH2:27][N:22]([CH2:23][CH2:24]4)[CH2:21]3)=[O:18])[CH2:15][CH2:14][C:13]3[CH:12]=[CH:11][CH:10]=[CH:9][C:8]2=3)=[CH:5][CH:6]=1.[C:28]([OH:35])(=[O:34])[CH2:29][CH2:30][C:31]([OH:33])=[O:32]. The catalyst is CCCCCCC. The product is [CH:1]1[CH:6]=[CH:5][C:4]([C@@H:7]2[N:16]([C:17]([O:19][C@@H:20]3[CH:25]4[CH2:24][CH2:23][N:22]([CH2:27][CH2:26]4)[CH2:21]3)=[O:18])[CH2:15][CH2:14][C:13]3[CH:12]=[CH:11][CH:10]=[CH:9][C:8]2=3)=[CH:3][CH:2]=1.[CH2:29]([C:28]([OH:35])=[O:34])[CH2:30][C:31]([OH:33])=[O:32]. The yield is 0.280.